From a dataset of Reaction yield outcomes from USPTO patents with 853,638 reactions. Predict the reaction yield, written as a fraction of the theoretical maximum amount of product (1.0 means a 100% yield; for example, 0.34 means a 34% yield). (1) The reactants are [CH3:1][N:2]1[C:11]2[C:6](=[CH:7][C:8]([C:18]([F:21])([F:20])[F:19])=[C:9]([C:12]3[CH:13]=[N:14][N:15]([CH3:17])[CH:16]=3)[CH:10]=2)[N:5]([C:22]2[C:26]3[CH2:27][NH:28][CH2:29][CH2:30][C:25]=3[N:24]([CH:31]3[CH2:36][CH2:35][O:34][CH2:33][CH2:32]3)[N:23]=2)[CH2:4][CH2:3]1.C(N(CC)CC)C.[CH3:44][NH:45][C:46](N1C=CN=C1)=[O:47]. The catalyst is C(Cl)Cl. The product is [CH3:44][NH:45][C:46]([N:28]1[CH2:29][CH2:30][C:25]2[N:24]([CH:31]3[CH2:36][CH2:35][O:34][CH2:33][CH2:32]3)[N:23]=[C:22]([N:5]3[C:6]4[C:11](=[CH:10][C:9]([C:12]5[CH:13]=[N:14][N:15]([CH3:17])[CH:16]=5)=[C:8]([C:18]([F:20])([F:19])[F:21])[CH:7]=4)[N:2]([CH3:1])[CH2:3][CH2:4]3)[C:26]=2[CH2:27]1)=[O:47]. The yield is 0.130. (2) The reactants are Br[C:2]1[C:7]([F:8])=[CH:6][CH:5]=[C:4]([CH3:9])[N:3]=1.[F:10][C:11]1[CH:16]=[CH:15][CH:14]=[C:13]([F:17])[C:12]=1B(O)O.[F-].[K+].C(P(C(C)(C)C)C(C)(C)C)(C)(C)C.[BH4-].[Na+]. The catalyst is C1COCC1.O.CCO.C1C=CC(/C=C/C(/C=C/C2C=CC=CC=2)=O)=CC=1.C1C=CC(/C=C/C(/C=C/C2C=CC=CC=2)=O)=CC=1.C1C=CC(/C=C/C(/C=C/C2C=CC=CC=2)=O)=CC=1.[Pd].[Pd]. The product is [F:10][C:11]1[CH:16]=[CH:15][CH:14]=[C:13]([F:17])[C:12]=1[C:2]1[C:7]([F:8])=[CH:6][CH:5]=[C:4]([CH3:9])[N:3]=1. The yield is 0.860.